From a dataset of CYP2C19 inhibition data for predicting drug metabolism from PubChem BioAssay. Regression/Classification. Given a drug SMILES string, predict its absorption, distribution, metabolism, or excretion properties. Task type varies by dataset: regression for continuous measurements (e.g., permeability, clearance, half-life) or binary classification for categorical outcomes (e.g., BBB penetration, CYP inhibition). Dataset: cyp2c19_veith. The result is 1 (inhibitor). The drug is S=C(NC1CCCCC1)N1CCC([C@H]2C=NC=N2)CC1.